This data is from Catalyst prediction with 721,799 reactions and 888 catalyst types from USPTO. The task is: Predict which catalyst facilitates the given reaction. (1) Reactant: [Cl:1][C:2]1[CH:7]=[C:6]([NH:8][C:9]2[C:10]([CH:30]3[CH2:32][CH2:31]3)=[N:11][C:12]([N:17]3[CH2:22][CH2:21][N:20]([C:23](=[O:28])[CH2:24][CH2:25][O:26][CH3:27])[C@H:19]([CH3:29])[CH2:18]3)=[C:13]([CH:16]=2)[C:14]#[N:15])[CH:5]=[CH:4][N:3]=1.I[CH3:34].[H-].[Na+]. Product: [Cl:1][C:2]1[CH:7]=[C:6]([N:8]([CH3:34])[C:9]2[C:10]([CH:30]3[CH2:32][CH2:31]3)=[N:11][C:12]([N:17]3[CH2:22][CH2:21][N:20]([C:23](=[O:28])[CH2:24][CH2:25][O:26][CH3:27])[C@H:19]([CH3:29])[CH2:18]3)=[C:13]([CH:16]=2)[C:14]#[N:15])[CH:5]=[CH:4][N:3]=1. The catalyst class is: 1. (2) Reactant: [Cl:1][C:2]1[CH:7]=[CH:6][C:5]([C:8]2[N:12]([C:13]3[CH:18]=[CH:17][C:16]([S:19]([NH2:22])(=[O:21])=[O:20])=[CH:15][CH:14]=3)[N:11]=[CH:10][CH:9]=2)=[CH:4][CH:3]=1.[Cl:23]Cl.C(=O)(O)[O-].[Na+]. Product: [Cl:1][C:2]1[CH:3]=[CH:4][C:5]([C:8]2[N:12]([C:13]3[CH:18]=[CH:17][C:16]([S:19]([NH2:22])(=[O:21])=[O:20])=[CH:15][CH:14]=3)[N:11]=[CH:10][C:9]=2[Cl:23])=[CH:6][CH:7]=1. The catalyst class is: 15. (3) Reactant: S(Cl)([Cl:3])=O.[C:5]([OH:22])(=O)[CH2:6][CH2:7][CH2:8][CH2:9][CH2:10][CH2:11][CH2:12]/[CH:13]=[CH:14]\[CH2:15][CH2:16][CH2:17][CH2:18][CH2:19][CH3:20]. Product: [C:5]([Cl:3])(=[O:22])[CH2:6][CH2:7][CH2:8][CH2:9][CH2:10][CH2:11][CH2:12]/[CH:13]=[CH:14]\[CH2:15][CH2:16][CH2:17][CH2:18][CH2:19][CH3:20]. The catalyst class is: 6. (4) Reactant: [NH2:1][C:2]1[CH:3]=[C:4]([C:9]2[C:10]([C@@H:15]([NH:25][C:26](=[O:38])[CH2:27][C:28]3[C:36]4[C:31](=[CH:32][CH:33]=[C:34]([F:37])[CH:35]=4)[NH:30][CH:29]=3)[CH2:16][C:17]3[CH:22]=[C:21]([F:23])[CH:20]=[C:19]([F:24])[CH:18]=3)=[N:11][CH:12]=[CH:13][CH:14]=2)[CH:5]=[CH:6][C:7]=1[F:8].[C:39](Cl)(=[O:41])[CH3:40].CCN(C(C)C)C(C)C. Product: [C:39]([NH:1][C:2]1[CH:3]=[C:4]([C:9]2[C:10]([C@@H:15]([NH:25][C:26](=[O:38])[CH2:27][C:28]3[C:36]4[C:31](=[CH:32][CH:33]=[C:34]([F:37])[CH:35]=4)[NH:30][CH:29]=3)[CH2:16][C:17]3[CH:22]=[C:21]([F:23])[CH:20]=[C:19]([F:24])[CH:18]=3)=[N:11][CH:12]=[CH:13][CH:14]=2)[CH:5]=[CH:6][C:7]=1[F:8])(=[O:41])[CH3:40]. The catalyst class is: 3.